From a dataset of Retrosynthesis with 50K atom-mapped reactions and 10 reaction types from USPTO. Predict the reactants needed to synthesize the given product. Given the product COc1ccc(C(=O)NNC(=O)c2occ(-c3ccccc3)c2-c2ccccc2)cc1NS(C)(=O)=O, predict the reactants needed to synthesize it. The reactants are: COc1ccc(C(=O)NNC(=O)c2occ(-c3ccccc3)c2-c2ccccc2)cc1N.CS(=O)(=O)Cl.